Dataset: Reaction yield outcomes from USPTO patents with 853,638 reactions. Task: Predict the reaction yield, written as a fraction of the theoretical maximum amount of product (1.0 means a 100% yield; for example, 0.34 means a 34% yield). (1) The reactants are C(N(CC)CC)C.C([SiH](CC)CC)C.[CH3:15][O:16][C:17](=[O:62])[CH:18]([C:38]1[CH:43]=[CH:42][CH:41]=[C:40]([NH:44][C:45]([NH:54][C:55]([O:57][C:58]([CH3:61])([CH3:60])[CH3:59])=[O:56])=[N:46][C:47]([O:49][C:50]([CH3:53])([CH3:52])[CH3:51])=[O:48])[CH:39]=1)[O:19][P:20]([C@@H:23]([NH:27]C(OCC1C=CC=CC=1)=O)[CH:24]([CH3:26])[CH3:25])([OH:22])=[O:21]. The yield is 1.16. The catalyst is C(Cl)Cl.C([O-])(=O)C.[Pd+2].C([O-])(=O)C. The product is [CH3:15][O:16][C:17](=[O:62])[CH:18]([C:38]1[CH:43]=[CH:42][CH:41]=[C:40]([NH:44][C:45]([NH:54][C:55]([O:57][C:58]([CH3:59])([CH3:61])[CH3:60])=[O:56])=[N:46][C:47]([O:49][C:50]([CH3:52])([CH3:53])[CH3:51])=[O:48])[CH:39]=1)[O:19][P:20]([C@@H:23]([NH2:27])[CH:24]([CH3:26])[CH3:25])([OH:22])=[O:21]. (2) The reactants are C(=O)([O-])[O-].[K+].[K+].[OH:7][C:8]1[CH:13]=[CH:12][C:11]([CH2:14][CH2:15][CH2:16][OH:17])=[CH:10][CH:9]=1.Cl[C:19]1[CH:27]=[CH:26][C:22]([C:23]([NH2:25])=[O:24])=[CH:21][N:20]=1.CC(N(C)C)=O. The catalyst is [OH-].[Na+].C(CC(C)(C)C)(C)C. The product is [OH:17][CH2:16][CH2:15][CH2:14][C:11]1[CH:10]=[CH:9][C:8]([O:7][C:19]2[CH:27]=[CH:26][C:22]([C:23]([NH2:25])=[O:24])=[CH:21][N:20]=2)=[CH:13][CH:12]=1. The yield is 0.870. (3) The reactants are [CH3:1][O:2][C:3]([CH:5]1[CH2:9][CH:8]([CH2:10][O:11][CH3:12])[CH2:7][N:6]1[C:13]([O:15][C:16]([CH3:19])([CH3:18])[CH3:17])=[O:14])=[O:4].[Li+].[OH-].Cl.BrC[C:25]([C:27]1[CH:32]=[CH:31][C:30]([Br:33])=[CH:29][CH:28]=1)=[O:26].C(N(CC)CC)C. The catalyst is CO. The product is [C:16]([O:15][C:13]([N:6]1[CH2:7][CH:8]([CH2:10][O:11][CH3:12])[CH2:9][CH:5]1[C:3]([O:2][CH2:1][C:25]([C:27]1[CH:32]=[CH:31][C:30]([Br:33])=[CH:29][CH:28]=1)=[O:26])=[O:4])=[O:14])([CH3:19])([CH3:18])[CH3:17]. The yield is 0.970. (4) The reactants are [Cl:1][C:2]1[CH:7]=[C:6]([F:8])[CH:5]=[CH:4][C:3]=1[NH:9][S:10]([CH:13]1[CH2:22][CH2:21][C:16]2(OCC[O:17]2)[CH:15]=[C:14]1[C:23]([O:25][CH2:26][CH3:27])=[O:24])(=[O:12])=[O:11].Cl.O1CCCC1. No catalyst specified. The product is [Cl:1][C:2]1[CH:7]=[C:6]([F:8])[CH:5]=[CH:4][C:3]=1[NH:9][S:10]([CH:13]1[C:14]([C:23]([O:25][CH2:26][CH3:27])=[O:24])=[CH:15][C:16](=[O:17])[CH2:21][CH2:22]1)(=[O:12])=[O:11]. The yield is 0.960.